Dataset: Reaction yield outcomes from USPTO patents with 853,638 reactions. Task: Predict the reaction yield, written as a fraction of the theoretical maximum amount of product (1.0 means a 100% yield; for example, 0.34 means a 34% yield). (1) The reactants are Cl[C:2]1[N:7]=[C:6]([N:8]2[CH2:13][CH2:12][O:11][CH2:10][CH2:9]2)[N:5]=[C:4]([N:14]2[CH2:19][CH2:18][O:17][CH2:16][CH2:15]2)[N:3]=1.[C:20]([C:22]1[CH:27]=[CH:26][C:25](B(O)O)=[CH:24][CH:23]=1)#[N:21]. No catalyst specified. The product is [O:17]1[CH2:18][CH2:19][N:14]([C:4]2[N:5]=[C:6]([N:8]3[CH2:13][CH2:12][O:11][CH2:10][CH2:9]3)[N:7]=[C:2]([C:25]3[CH:26]=[CH:27][C:22]([C:20]#[N:21])=[CH:23][CH:24]=3)[N:3]=2)[CH2:15][CH2:16]1. The yield is 0.500. (2) The yield is 0.880. The reactants are [N+:1]([C:4]1[CH:5]=[CH:6][C:7]([N:10]2[CH2:15][CH2:14][O:13][CH2:12][CH2:11]2)=[N:8][CH:9]=1)([O-])=O. The product is [O:13]1[CH2:14][CH2:15][N:10]([C:7]2[N:8]=[CH:9][C:4]([NH2:1])=[CH:5][CH:6]=2)[CH2:11][CH2:12]1. The catalyst is [Pd].CCO. (3) The yield is 0.630. The reactants are [C:1]1([CH:7]([C:29]2[CH:34]=[CH:33][CH:32]=[CH:31][CH:30]=2)[N:8]2[C:16]3[C:11](=[CH:12][C:13]([CH3:17])=[CH:14][CH:15]=3)[CH:10]([C:18]3[C:26]([OH:27])=[CH:25][C:21]4[O:22][CH2:23][O:24][C:20]=4[CH:19]=3)[C:9]2=[O:28])[CH:6]=[CH:5][CH:4]=[CH:3][CH:2]=1.[CH2:35]=[O:36].C(NC(C)C)(C)C. The catalyst is ClCCl. The product is [C:29]1([CH:7]([C:1]2[CH:2]=[CH:3][CH:4]=[CH:5][CH:6]=2)[N:8]2[C:16]3[C:11](=[CH:12][C:13]([CH3:17])=[CH:14][CH:15]=3)[C:10]([C:18]3[C:26]([OH:27])=[CH:25][C:21]4[O:22][CH2:23][O:24][C:20]=4[CH:19]=3)([CH2:35][OH:36])[C:9]2=[O:28])[CH:30]=[CH:31][CH:32]=[CH:33][CH:34]=1. (4) The yield is 1.00. The reactants are [Cl:1][C:2]1[N:7]=[CH:6][C:5]([OH:8])=[CH:4][N:3]=1.N1C=CN=C1.[Si:14](Cl)([C:17]([CH3:20])([CH3:19])[CH3:18])([CH3:16])[CH3:15].O. The product is [Si:14]([O:8][C:5]1[CH:4]=[N:3][C:2]([Cl:1])=[N:7][CH:6]=1)([C:17]([CH3:20])([CH3:19])[CH3:18])([CH3:16])[CH3:15]. The catalyst is CN(C)C=O. (5) The reactants are [F:1][C:2]1[C:14]([NH:15][CH2:16][C:17]2[CH:22]=[CH:21][CH:20]=[C:19]([C:23]3[CH:28]=[CH:27][CH:26]=[C:25]([F:29])[CH:24]=3)[CH:18]=2)=[C:13]([F:30])[CH:12]=[CH:11][C:3]=1[O:4][CH2:5][C:6]([O:8]CC)=[O:7].[OH-].[Na+].O. The catalyst is C1COCC1. The product is [F:1][C:2]1[C:14]([NH:15][CH2:16][C:17]2[CH:22]=[CH:21][CH:20]=[C:19]([C:23]3[CH:28]=[CH:27][CH:26]=[C:25]([F:29])[CH:24]=3)[CH:18]=2)=[C:13]([F:30])[CH:12]=[CH:11][C:3]=1[O:4][CH2:5][C:6]([OH:8])=[O:7]. The yield is 0.750.